Predict which catalyst facilitates the given reaction. From a dataset of Catalyst prediction with 721,799 reactions and 888 catalyst types from USPTO. (1) Reactant: [C:1]([O:5][C:6](=[O:28])[CH:7]([CH:15]([C:19]1[CH:27]=[CH:26][C:22]([C:23](O)=[O:24])=[CH:21][CH:20]=1)[CH2:16][CH2:17][CH3:18])[C:8]1[CH:13]=[CH:12][C:11]([Cl:14])=[CH:10][CH:9]=1)([CH3:4])([CH3:3])[CH3:2].Cl.[CH2:30]([O:32][C:33](=[O:37])[CH2:34][CH2:35][NH2:36])[CH3:31].C1C=CC2N(O)N=NC=2C=1.C(Cl)CCl.CCN(CC)CC. Product: [Cl:14][C:11]1[CH:12]=[CH:13][C:8]([CH:7]([CH:15]([C:19]2[CH:20]=[CH:21][C:22]([C:23]([NH:36][CH2:35][CH2:34][C:33]([O:32][CH2:30][CH3:31])=[O:37])=[O:24])=[CH:26][CH:27]=2)[CH2:16][CH2:17][CH3:18])[C:6]([O:5][C:1]([CH3:4])([CH3:2])[CH3:3])=[O:28])=[CH:9][CH:10]=1. The catalyst class is: 2. (2) Reactant: [CH:1]1([C:4]([F:13])([F:12])[C:5]2[CH:10]=[CH:9][N:8]=[C:7]([CH3:11])[CH:6]=2)[CH2:3][CH2:2]1.[Li+].CC([N-]C(C)C)C.[C:22](=O)([O:25]C)[O:23][CH3:24]. Product: [CH:1]1([C:4]([F:13])([F:12])[C:5]2[CH:10]=[CH:9][N:8]=[C:7]([CH2:11][C:22]([O:23][CH3:24])=[O:25])[CH:6]=2)[CH2:2][CH2:3]1. The catalyst class is: 1. (3) Reactant: [CH2:1]([OH:19])[CH2:2][CH2:3][CH2:4][CH2:5][CH2:6][CH2:7][CH2:8]/[CH:9]=[CH:10]\[CH2:11][CH2:12][CH2:13][CH2:14][CH2:15][CH2:16][CH2:17][CH3:18].[CH:20]1N=CN(C(N2C=NC=C2)=O)C=1.C(Cl)Cl.[NH2:35][C@H:36]([CH2:40][OH:41])[CH:37]([CH3:39])[CH3:38]. Product: [CH2:2]([C:1]([NH:35][C@H:36]([CH2:40][OH:41])[CH:37]([CH3:39])[CH3:38])=[O:19])[CH2:3][CH2:4][CH2:5][CH2:6][CH2:7][CH2:8][CH2:9]/[CH:10]=[CH:11]\[CH2:12][CH2:13][CH2:14][CH2:15][CH2:16][CH2:17][CH2:18][CH3:20]. The catalyst class is: 17.